This data is from Full USPTO retrosynthesis dataset with 1.9M reactions from patents (1976-2016). The task is: Predict the reactants needed to synthesize the given product. (1) Given the product [CH3:8][C:9]1[S:10][C:11]([CH:3]([C:6]#[N:7])[C:4]#[N:5])=[N:12][N:13]=1, predict the reactants needed to synthesize it. The reactants are: [H-].[Na+].[CH2:3]([C:6]#[N:7])[C:4]#[N:5].[CH3:8][C:9]1[S:10][C:11](S(C)(=O)=O)=[N:12][N:13]=1. (2) The reactants are: O[C:2]1[CH2:7][CH2:6][C:5]([CH3:9])([CH3:8])[CH2:4][C:3]=1[C:10]([O:12]C)=O.[NH2:14][C:15]1[CH:16]=[C:17]([CH:22]=[CH:23][C:24]=1[Br:25])[C:18]([O:20][CH3:21])=[O:19].O1CCOCC1. Given the product [Br:25][C:24]1[C:15]2[NH:14][C:2]3[CH2:7][CH2:6][C:5]([CH3:8])([CH3:9])[CH2:4][C:3]=3[C:10](=[O:12])[C:16]=2[C:17]([C:18]([O:20][CH3:21])=[O:19])=[CH:22][CH:23]=1, predict the reactants needed to synthesize it.